This data is from Forward reaction prediction with 1.9M reactions from USPTO patents (1976-2016). The task is: Predict the product of the given reaction. (1) Given the reactants CC([N:5]([C@H:9]([C@@H:17]([OH:20])[CH2:18][Cl:19])[CH2:10][C:11]1[CH:16]=[CH:15][CH:14]=[CH:13][CH:12]=1)C(=O)[O-])(C)C.Cl, predict the reaction product. The product is: [ClH:19].[NH2:5][C@H:9]([C@@H:17]([OH:20])[CH2:18][Cl:19])[CH2:10][C:11]1[CH:16]=[CH:15][CH:14]=[CH:13][CH:12]=1. (2) The product is: [N:32]([CH2:12][CH:13]1[CH2:17][C:16]2[CH:18]=[CH:19][CH:20]=[C:21]([C:22]3[CH:27]=[CH:26][CH:25]=[C:24]([C:28]([F:31])([F:30])[F:29])[CH:23]=3)[C:15]=2[O:14]1)=[N+:33]=[N-:34]. Given the reactants CC1C=CC(S(O[CH2:12][CH:13]2[CH2:17][C:16]3[CH:18]=[CH:19][CH:20]=[C:21]([C:22]4[CH:27]=[CH:26][CH:25]=[C:24]([C:28]([F:31])([F:30])[F:29])[CH:23]=4)[C:15]=3[O:14]2)(=O)=O)=CC=1.[N-:32]=[N+:33]=[N-:34].[Na+], predict the reaction product. (3) Given the reactants C([O:3][C:4](=[O:26])[CH2:5][CH:6]1[O:10][B:9]([OH:11])[C:8]2[CH:12]=[C:13]([O:17][C:18]3[N:19]=[N:20][C:21]([C:24]#[N:25])=[CH:22][CH:23]=3)[CH:14]=[C:15]([CH3:16])[C:7]1=2)C.[Li+].[OH-:28].Cl, predict the reaction product. The product is: [C:24]([C:21]1[N:20]=[N:19][C:18]([O:17][C:13]2[CH:14]=[C:15]([CH3:16])[C:7]3[CH:6]([CH2:5][C:4]([OH:3])=[O:26])[O:10][B:9]([OH:11])[C:8]=3[CH:12]=2)=[CH:23][CH:22]=1)(=[O:28])[NH2:25].[C:24]([C:21]1[N:20]=[N:19][C:18]([O:17][C:13]2[CH:14]=[C:15]([CH3:16])[C:7]3[CH:6]([CH2:5][C:4]([OH:26])=[O:3])[O:10][B:9]([OH:11])[C:8]=3[CH:12]=2)=[CH:23][CH:22]=1)#[N:25]. (4) Given the reactants Cl[C:2]1[C:3]2[N:4]([C:8]([C:19]3[CH:24]=[CH:23][N:22]=[C:21]([NH:25][C:26]4[CH:31]=[CH:30][CH:29]=[CH:28]C=4)[N:20]=3)=[C:9]([C:11]3[CH:16]=[CH:15][CH:14]=[C:13]([O:17][CH3:18])[CH:12]=3)[N:10]=2)[CH:5]=[CH:6][CH:7]=1.C1(P(C2C=CC=CC=2)C2C=CC3C(=CC=CC=3)C=2C2C3C(=CC=CC=3)C=CC=2P(C2C=CC=CC=2)C2C=CC=CC=2)C=CC=CC=1.C(=O)([O-])[O-].[Cs+].[Cs+].C(OCC)(=O)C.[CH:90]1([NH2:95])[CH2:94][CH2:93][CH2:92][CH2:91]1, predict the reaction product. The product is: [CH:90]1([NH:95][C:2]2[C:3]3[N:4]([C:8]([C:19]4[CH:24]=[CH:23][N:22]=[C:21]([NH:25][CH:26]5[CH2:31][CH2:30][CH2:29][CH2:28]5)[N:20]=4)=[C:9]([C:11]4[CH:16]=[CH:15][CH:14]=[C:13]([O:17][CH3:18])[CH:12]=4)[N:10]=3)[CH:5]=[CH:6][CH:7]=2)[CH2:94][CH2:93][CH2:92][CH2:91]1. (5) Given the reactants [NH2:1][C@@H:2]1[CH2:7][CH2:6][CH2:5][CH2:4][C@@H:3]1[NH:8][C:9](=O)OC(C)(C)C.N1(OC2[N:31]=[C:30]([NH:32][C:33]3[CH:38]=[CH:37][C:36]([C:39]4[N:40]=[CH:41][S:42][CH:43]=4)=[C:35]([F:44])[CH:34]=3)[C:29]([C:45]([NH2:47])=[O:46])=[CH:28][N:27]=2)C2C=CC=CC=2N=N1.CCN(C(C)C)C(C)C.C(O)(C(F)(F)F)=O, predict the reaction product. The product is: [NH2:1][C@H:2]1[CH2:7][CH2:6][CH2:5][CH2:4][C@H:3]1[NH:8][C:9]1[N:31]=[C:30]([NH:32][C:33]2[CH:38]=[CH:37][C:36]([C:39]3[N:40]=[CH:41][S:42][CH:43]=3)=[C:35]([F:44])[CH:34]=2)[C:29]([C:45]([NH2:47])=[O:46])=[CH:28][N:27]=1. (6) Given the reactants [F:1][C:2]1[CH:7]=[C:6]([O:8][CH2:9][CH:10]2[CH2:15][CH2:14][N:13]([CH2:16][C:17]([F:20])([CH3:19])[CH3:18])[CH2:12][CH2:11]2)[CH:5]=[CH:4][C:3]=1[C:21]1[CH:22]=[CH:23][C:24]([C:27]([O:29]C)=[O:28])=[N:25][CH:26]=1.O[Li].O.Cl, predict the reaction product. The product is: [F:1][C:2]1[CH:7]=[C:6]([O:8][CH2:9][CH:10]2[CH2:15][CH2:14][N:13]([CH2:16][C:17]([F:20])([CH3:19])[CH3:18])[CH2:12][CH2:11]2)[CH:5]=[CH:4][C:3]=1[C:21]1[CH:22]=[CH:23][C:24]([C:27]([OH:29])=[O:28])=[N:25][CH:26]=1.